The task is: Predict the reactants needed to synthesize the given product.. This data is from Retrosynthesis with 50K atom-mapped reactions and 10 reaction types from USPTO. (1) Given the product Cc1cc(Oc2cccc(-c3nccn3-c3c(C(C)C)cccc3C(C)C)c2)cc(-c2nccn2-c2c(C(C)C)cccc2C(C)C)c1, predict the reactants needed to synthesize it. The reactants are: CC(C)c1cccc(C(C)C)c1-n1ccnc1-c1cccc(Br)c1.Cc1cc(O)cc(-c2nccn2-c2c(C(C)C)cccc2C(C)C)c1. (2) Given the product COc1cc(C(=O)N2CCN(CCO)CC2)ccc1Nc1ncc(Cl)c(-c2cnc3ccccn23)n1, predict the reactants needed to synthesize it. The reactants are: COc1cc(C(=O)O)ccc1Nc1ncc(Cl)c(-c2cnc3ccccn23)n1.OCCN1CCNCC1.